This data is from Forward reaction prediction with 1.9M reactions from USPTO patents (1976-2016). The task is: Predict the product of the given reaction. Given the reactants [N+:1]([C:4]1[C:5]([OH:14])=[CH:6][C:7]([C:10]([F:13])([F:12])[F:11])=[N:8][CH:9]=1)([O-])=O.[Cl-].[NH4+], predict the reaction product. The product is: [NH2:1][C:4]1[C:5]([OH:14])=[CH:6][C:7]([C:10]([F:13])([F:11])[F:12])=[N:8][CH:9]=1.